From a dataset of NCI-60 drug combinations with 297,098 pairs across 59 cell lines. Regression. Given two drug SMILES strings and cell line genomic features, predict the synergy score measuring deviation from expected non-interaction effect. (1) Drug 1: C1CC(C1)(C(=O)O)C(=O)O.[NH2-].[NH2-].[Pt+2]. Drug 2: CC1C(C(CC(O1)OC2CC(OC(C2O)C)OC3=CC4=CC5=C(C(=O)C(C(C5)C(C(=O)C(C(C)O)O)OC)OC6CC(C(C(O6)C)O)OC7CC(C(C(O7)C)O)OC8CC(C(C(O8)C)O)(C)O)C(=C4C(=C3C)O)O)O)O. Cell line: NCI-H522. Synergy scores: CSS=12.0, Synergy_ZIP=-1.47, Synergy_Bliss=-0.458, Synergy_Loewe=-19.8, Synergy_HSA=-1.91. (2) Drug 1: CN(CC1=CN=C2C(=N1)C(=NC(=N2)N)N)C3=CC=C(C=C3)C(=O)NC(CCC(=O)O)C(=O)O. Drug 2: COC1=C2C(=CC3=C1OC=C3)C=CC(=O)O2. Cell line: SNB-75. Synergy scores: CSS=20.6, Synergy_ZIP=-9.31, Synergy_Bliss=-8.01, Synergy_Loewe=-67.8, Synergy_HSA=-7.24. (3) Drug 1: CC1CCC2CC(C(=CC=CC=CC(CC(C(=O)C(C(C(=CC(C(=O)CC(OC(=O)C3CCCCN3C(=O)C(=O)C1(O2)O)C(C)CC4CCC(C(C4)OC)O)C)C)O)OC)C)C)C)OC. Drug 2: CC1CCCC2(C(O2)CC(NC(=O)CC(C(C(=O)C(C1O)C)(C)C)O)C(=CC3=CSC(=N3)C)C)C. Cell line: MDA-MB-231. Synergy scores: CSS=34.9, Synergy_ZIP=-1.41, Synergy_Bliss=-0.947, Synergy_Loewe=-7.86, Synergy_HSA=0.202. (4) Drug 1: CCC(=C(C1=CC=CC=C1)C2=CC=C(C=C2)OCCN(C)C)C3=CC=CC=C3.C(C(=O)O)C(CC(=O)O)(C(=O)O)O. Drug 2: CC(C)(C#N)C1=CC(=CC(=C1)CN2C=NC=N2)C(C)(C)C#N. Cell line: 786-0. Synergy scores: CSS=0.518, Synergy_ZIP=0.578, Synergy_Bliss=2.60, Synergy_Loewe=0.433, Synergy_HSA=0.721. (5) Drug 1: CC1=C(C=C(C=C1)C(=O)NC2=CC(=CC(=C2)C(F)(F)F)N3C=C(N=C3)C)NC4=NC=CC(=N4)C5=CN=CC=C5. Drug 2: CC1=C(C(=CC=C1)Cl)NC(=O)C2=CN=C(S2)NC3=CC(=NC(=N3)C)N4CCN(CC4)CCO. Cell line: NCI-H460. Synergy scores: CSS=-4.18, Synergy_ZIP=0.902, Synergy_Bliss=-1.66, Synergy_Loewe=-6.64, Synergy_HSA=-5.21. (6) Drug 1: CC12CCC(CC1=CCC3C2CCC4(C3CC=C4C5=CN=CC=C5)C)O. Cell line: HS 578T. Synergy scores: CSS=5.79, Synergy_ZIP=4.00, Synergy_Bliss=8.85, Synergy_Loewe=0.300, Synergy_HSA=3.97. Drug 2: CC(C)NC(=O)C1=CC=C(C=C1)CNNC.Cl. (7) Drug 1: CCCCCOC(=O)NC1=NC(=O)N(C=C1F)C2C(C(C(O2)C)O)O. Drug 2: C(CCl)NC(=O)N(CCCl)N=O. Cell line: OVCAR-5. Synergy scores: CSS=-4.30, Synergy_ZIP=3.46, Synergy_Bliss=2.42, Synergy_Loewe=-3.56, Synergy_HSA=-3.11.